This data is from Reaction yield outcomes from USPTO patents with 853,638 reactions. The task is: Predict the reaction yield, written as a fraction of the theoretical maximum amount of product (1.0 means a 100% yield; for example, 0.34 means a 34% yield). (1) The reactants are C1([NH:7][C:8]([C:10]2[C:11](=[O:23])[N:12]([CH3:22])[C:13]3[C:18]([C:19]=2O)=[CH:17][C:16]([F:21])=[CH:15][CH:14]=3)=O)CCCCC1.P(Cl)(Cl)([Cl:26])=O. No catalyst specified. The product is [Cl:26][C:19]1[C:18]2[C:13](=[CH:14][CH:15]=[C:16]([F:21])[CH:17]=2)[N:12]([CH3:22])[C:11](=[O:23])[C:10]=1[C:8]#[N:7]. The yield is 0.560. (2) The reactants are [NH2:1][C:2]1[CH:30]=[CH:29][C:5]([O:6][C:7]2[CH:12]=[CH:11][N:10]=[CH:9][C:8]=2[C:13]#[C:14][C:15]2[CH2:20][CH2:19][CH:18]([NH:21][C:22](=[O:28])[O:23][C:24]([CH3:27])([CH3:26])[CH3:25])[CH2:17][CH:16]=2)=[C:4]([F:31])[CH:3]=1.[F:32][C:33]1[CH:38]=[CH:37][C:36]([CH2:39][C:40]([N:42]=[C:43]=[O:44])=[O:41])=[CH:35][CH:34]=1.COC1C=CC(CNC2N=CN=C(OC3C=CC(NC(NC(=O)CC4C=CC(F)=CC=4)=O)=CC=3F)C=2)=CC=1. The catalyst is C(Cl)Cl. The product is [F:31][C:4]1[CH:3]=[C:2]([NH:1][C:43]([NH:42][C:40](=[O:41])[CH2:39][C:36]2[CH:37]=[CH:38][C:33]([F:32])=[CH:34][CH:35]=2)=[O:44])[CH:30]=[CH:29][C:5]=1[O:6][C:7]1[CH:12]=[CH:11][N:10]=[CH:9][C:8]=1[C:13]#[C:14][C:15]1[CH2:20][CH2:19][CH:18]([NH:21][C:22](=[O:28])[O:23][C:24]([CH3:25])([CH3:26])[CH3:27])[CH2:17][CH:16]=1. The yield is 0.690. (3) The reactants are [CH3:1][N:2]([CH3:56])[CH2:3][CH2:4][NH:5][C:6]([C@:8]12[CH2:43][CH2:42][C@@H:41]([C:44]([CH2:46][O:47][CH2:48][CH2:49][N:50]3[CH2:55][CH2:54][O:53][CH2:52][CH2:51]3)=[CH2:45])[C@@H:9]1[C@@H:10]1[C@@:23]([CH3:26])([CH2:24][CH2:25]2)[C@@:22]2([CH3:27])[C@@H:13]([C@:14]3([CH3:40])[C@@H:19]([CH2:20][CH2:21]2)[C:18]([CH3:29])([CH3:28])[C:17]([C:30]2[CH:39]=[CH:38][C:33]([C:34]([O:36]C)=[O:35])=[CH:32][CH:31]=2)=[CH:16][CH2:15]3)[CH2:12][CH2:11]1)=[O:7].[OH-].[Na+]. The catalyst is O1CCOCC1. The product is [CH3:56][N:2]([CH3:1])[CH2:3][CH2:4][NH:5][C:6]([C@:8]12[CH2:43][CH2:42][C@@H:41]([C:44]([CH2:46][O:47][CH2:48][CH2:49][N:50]3[CH2:51][CH2:52][O:53][CH2:54][CH2:55]3)=[CH2:45])[C@@H:9]1[C@@H:10]1[C@@:23]([CH3:26])([CH2:24][CH2:25]2)[C@@:22]2([CH3:27])[C@@H:13]([C@:14]3([CH3:40])[C@@H:19]([CH2:20][CH2:21]2)[C:18]([CH3:29])([CH3:28])[C:17]([C:30]2[CH:39]=[CH:38][C:33]([C:34]([OH:36])=[O:35])=[CH:32][CH:31]=2)=[CH:16][CH2:15]3)[CH2:12][CH2:11]1)=[O:7]. The yield is 0.370.